The task is: Predict the product of the given reaction.. This data is from Forward reaction prediction with 1.9M reactions from USPTO patents (1976-2016). Given the reactants [CH2:1]([O:8][C:9]1[CH:10]=[C:11]([CH2:15][NH:16][CH2:17][CH2:18][OH:19])[CH:12]=[CH:13][CH:14]=1)[C:2]1[CH:7]=[CH:6][CH:5]=[CH:4][CH:3]=1.[C:20](Cl)(=[O:25])[C:21]([CH3:24])([CH3:23])[CH3:22].N1C=CC=CC=1, predict the reaction product. The product is: [CH2:1]([O:8][C:9]1[CH:10]=[C:11]([CH2:15][NH:16][CH2:17][CH2:18][O:19][C:20](=[O:25])[C:21]([CH3:24])([CH3:23])[CH3:22])[CH:12]=[CH:13][CH:14]=1)[C:2]1[CH:3]=[CH:4][CH:5]=[CH:6][CH:7]=1.